This data is from Reaction yield outcomes from USPTO patents with 853,638 reactions. The task is: Predict the reaction yield, written as a fraction of the theoretical maximum amount of product (1.0 means a 100% yield; for example, 0.34 means a 34% yield). The reactants are [CH3:1][O:2][C:3]1[CH:4]=[C:5]2[C:10](=[CH:11][C:12]=1[O:13][CH3:14])[N:9]=[CH:8][CH:7]=[C:6]2[O:15][C:16]1[CH:22]=[CH:21][C:19]([NH2:20])=[C:18]([CH3:23])[C:17]=1[CH3:24].[C:25]1([CH3:31])[CH:30]=[CH:29][CH:28]=[CH:27][CH:26]=1.C(N(CC)CC)C.ClC(Cl)([O:42][C:43](=[O:49])OC(Cl)(Cl)Cl)Cl.COC1C=[CH:63][C:56]([CH:57](O)C(C)(C)C)=[CH:55]C=1. The catalyst is C(Cl)Cl. The product is [CH3:1][O:2][C:3]1[CH:4]=[C:5]2[C:10](=[CH:11][C:12]=1[O:13][CH3:14])[N:9]=[CH:8][CH:7]=[C:6]2[O:15][C:16]1[CH:22]=[CH:21][C:19]([NH:20][C:43](=[O:49])[O:42][CH2:31][C:25]2[CH:30]=[CH:29][C:28]([C:56]([CH3:63])([CH3:57])[CH3:55])=[CH:27][CH:26]=2)=[C:18]([CH3:23])[C:17]=1[CH3:24]. The yield is 0.720.